From a dataset of Full USPTO retrosynthesis dataset with 1.9M reactions from patents (1976-2016). Predict the reactants needed to synthesize the given product. (1) Given the product [NH:15]1[C:7]2[C:8]3[CH:13]=[CH:12][CH:11]=[N:10][C:9]=3[S:14][C:6]=2[C:4](=[O:5])[NH:16][C:17]1=[O:18], predict the reactants needed to synthesize it. The reactants are: C(O[C:4]([C:6]1[S:14][C:9]2=[N:10][CH:11]=[CH:12][CH:13]=[C:8]2[C:7]=1[NH2:15])=[O:5])C.[NH2:16][C:17](N)=[O:18]. (2) Given the product [C:1]([O:4][CH2:5][CH2:6][O:7][C:8]1[CH:31]=[CH:30][C:11]([C:12]([N:14]2[C:20]3[CH:21]=[CH:22][CH:23]=[CH:24][C:19]=3[CH2:18][N:17]([CH2:25][C:26](=[O:27])[NH:38][NH:37][C:33](=[O:36])[CH2:34][CH3:35])[C:16](=[O:29])[CH2:15]2)=[O:13])=[C:10]([Cl:32])[CH:9]=1)(=[O:3])[CH3:2], predict the reactants needed to synthesize it. The reactants are: [C:1]([O:4][CH2:5][CH2:6][O:7][C:8]1[CH:31]=[CH:30][C:11]([C:12]([N:14]2[C:20]3[CH:21]=[CH:22][CH:23]=[CH:24][C:19]=3[CH2:18][N:17]([CH2:25][C:26](O)=[O:27])[C:16](=[O:29])[CH2:15]2)=[O:13])=[C:10]([Cl:32])[CH:9]=1)(=[O:3])[CH3:2].[C:33]([NH:37][NH2:38])(=[O:36])[CH2:34][CH3:35].O.OC1C2N=NNC=2C=CC=1.Cl.C(N=C=NCCCN(C)C)C. (3) The reactants are: [C:1]([O:9][C@@H:10]1[C@@H:17]([O:18][CH2:19][C:20]2[CH:25]=[CH:24][CH:23]=[CH:22][CH:21]=2)[C@H:16]([O:26][CH2:27][C:28]2[CH:33]=[CH:32][CH:31]=[CH:30][CH:29]=2)[C@@H:15]([CH2:34][O:35]CC2C=CC(Cl)=CC=2)[O:14][C@H:11]1[O:12][CH3:13])(=[O:8])[C:2]1[CH:7]=[CH:6][CH:5]=[CH:4][CH:3]=1.N1CCOCC1.[O-]P([O-])([O-])=O.[K+].[K+].[K+].Cl[Sn](Cl)(Cl)Cl. Given the product [C:1]([O:9][C@@H:10]1[C@@H:17]([O:18][CH2:19][C:20]2[CH:21]=[CH:22][CH:23]=[CH:24][CH:25]=2)[C@H:16]([O:26][CH2:27][C:28]2[CH:29]=[CH:30][CH:31]=[CH:32][CH:33]=2)[C@@H:15]([CH2:34][OH:35])[O:14][C@H:11]1[O:12][CH3:13])(=[O:8])[C:2]1[CH:7]=[CH:6][CH:5]=[CH:4][CH:3]=1, predict the reactants needed to synthesize it. (4) Given the product [CH2:1]([NH:3][C:4]1[C:9]2[C:10]([C:29]3[CH:34]=[CH:33][CH:32]=[CH:31][N:30]=3)=[N:11][NH:12][C:8]=2[CH:7]=[CH:6][N:5]=1)[CH3:2], predict the reactants needed to synthesize it. The reactants are: [CH2:1]([NH:3][C:4]1[C:9]2[C:10]([Sn](C)(C)C)=[N:11][N:12](CC3C=CC(OC)=CC=3)[C:8]=2[CH:7]=[CH:6][N:5]=1)[CH3:2].C(N[C:29]1[C:34]2C(I)=NN(CC3C=CC(OC)=CC=3)[C:33]=2[CH:32]=[CH:31][N:30]=1)C.C[Sn](C)(C)[Sn](C)(C)C.